This data is from Forward reaction prediction with 1.9M reactions from USPTO patents (1976-2016). The task is: Predict the product of the given reaction. (1) Given the reactants C([N-]C(C)C)(C)C.[Li+].[Br:9][C:10]1[CH:15]=[CH:14][CH:13]=[CH:12][N:11]=1.[CH3:16][C:17]([CH3:19])=[O:18], predict the reaction product. The product is: [Br:9][C:10]1[C:15]([C:17]([OH:18])([CH3:19])[CH3:16])=[CH:14][CH:13]=[CH:12][N:11]=1. (2) Given the reactants [CH3:1][O:2][C:3]1[CH:8]=[N:7][C:6]([N:9]2[CH:13]=[N:12][C:11]([C:14]#N)=[N:10]2)=[C:5]2[NH:16][CH:17]=[CH:18][C:4]=12.[C:19]([O-])([O-])=[O:20].[K+].[K+].Cl.C[OH:27], predict the reaction product. The product is: [CH3:1][O:2][C:3]1[CH:8]=[N:7][C:6]([N:9]2[CH:13]=[N:12][C:11]([C:14]([O:20][CH3:19])=[O:27])=[N:10]2)=[C:5]2[NH:16][CH:17]=[CH:18][C:4]=12. (3) The product is: [F:1][CH2:2][CH2:3][N:4]1[CH:8]=[C:7]([C:9]2[CH:10]=[CH:11][N:12]=[CH:13][CH:14]=2)[C:6]([C:15]2[CH:20]=[CH:19][C:18]([O:21][CH2:33][C:34]3[CH:43]=[CH:42][C:41]4[C:36](=[CH:37][CH:38]=[CH:39][N:40]=4)[N:35]=3)=[CH:17][CH:16]=2)=[N:5]1. Given the reactants [F:1][CH2:2][CH2:3][N:4]1[CH:8]=[C:7]([C:9]2[CH:14]=[CH:13][N:12]=[CH:11][CH:10]=2)[C:6]([C:15]2[CH:20]=[CH:19][C:18]([OH:21])=[CH:17][CH:16]=2)=[N:5]1.C[Si]([N-][Si](C)(C)C)(C)C.[Na+].Cl[CH2:33][C:34]1[CH:43]=[CH:42][C:41]2[C:36](=[CH:37][CH:38]=[CH:39][N:40]=2)[N:35]=1, predict the reaction product. (4) Given the reactants [Cl:1][C:2]1[CH:3]=[CH:4][C:5]2[O:18][CH:17]([C:19](O)=[O:20])[N:8]3[C:9]4[CH:10]=[CH:11][CH:12]=[C:13]([F:16])[C:14]=4[CH:15]=[C:7]3[C:6]=2[N:22]=1.CCN(CC)CC.[NH:30]1[CH2:35][CH2:34][O:33][CH2:32][CH2:31]1, predict the reaction product. The product is: [Cl:1][C:2]1[CH:3]=[CH:4][C:5]2[O:18][CH:17]([C:19]([N:30]3[CH2:35][CH2:34][O:33][CH2:32][CH2:31]3)=[O:20])[N:8]3[C:9]4[CH:10]=[CH:11][CH:12]=[C:13]([F:16])[C:14]=4[CH:15]=[C:7]3[C:6]=2[N:22]=1. (5) The product is: [F:1][B-:2]([F:5])([F:4])[F:3].[F:7][C:8]1[CH:13]=[CH:12][C:11]([C@@H:14]([N:16]2[CH2:21][CH2:20][CH2:19]/[C:18](=[CH:22]\[C:23]3[CH:28]=[CH:27][C:26]([N:29]4[CH:33]=[C:32]([CH3:34])[N:31]=[CH:30]4)=[C:25]([O:35][CH3:36])[CH:24]=3)/[C:17]2=[O:37])[CH3:15])=[CH:10][CH:9]=1. Given the reactants [F:1][B-:2]([F:5])([F:4])[F:3].[H+].[F:7][C:8]1[CH:13]=[CH:12][C:11]([C@@H:14]([N:16]2[CH2:21][CH2:20][CH2:19]/[C:18](=[CH:22]\[C:23]3[CH:28]=[CH:27][C:26]([N:29]4[CH:33]=[C:32]([CH3:34])[N:31]=[CH:30]4)=[C:25]([O:35][CH3:36])[CH:24]=3)/[C:17]2=[O:37])[CH3:15])=[CH:10][CH:9]=1, predict the reaction product. (6) Given the reactants [C:1]([O:5][C:6]([NH:8][CH2:9][CH2:10][CH2:11][C@H:12]([NH:17][C:18]([C:20]1[C:21](=[O:37])[N:22]([CH2:26][C:27]2[CH:32]=[CH:31][CH:30]=[C:29]([C:33]([F:36])([F:35])[F:34])[CH:28]=2)[CH:23]=[CH:24][CH:25]=1)=[O:19])[C:13]([O:15]C)=[O:14])=[O:7])([CH3:4])([CH3:3])[CH3:2].[OH-].[Na+], predict the reaction product. The product is: [C:1]([O:5][C:6]([NH:8][CH2:9][CH2:10][CH2:11][CH:12]([NH:17][C:18]([C:20]1[C:21](=[O:37])[N:22]([CH2:26][C:27]2[CH:32]=[CH:31][CH:30]=[C:29]([C:33]([F:34])([F:35])[F:36])[CH:28]=2)[CH:23]=[CH:24][CH:25]=1)=[O:19])[C:13]([OH:15])=[O:14])=[O:7])([CH3:4])([CH3:2])[CH3:3]. (7) Given the reactants [CH3:1][O:2][C:3]1[CH:8]=[CH:7][C:6]([CH:9]=[CH:10][C:11]([OH:13])=[O:12])=[CH:5][C:4]=1[C:14]([F:17])([F:16])[F:15].C(O)C, predict the reaction product. The product is: [CH3:1][O:2][C:3]1[CH:8]=[CH:7][C:6]([CH2:9][CH2:10][C:11]([OH:13])=[O:12])=[CH:5][C:4]=1[C:14]([F:15])([F:17])[F:16]. (8) Given the reactants [CH3:1][N:2]1[CH2:7][CH2:6][N:5]([C:8]2[CH:9]=[CH:10][C:11]([N+:15]([O-])=O)=[C:12]([CH:14]=2)[NH2:13])[CH2:4][CH2:3]1.[CH2:18]([O:24][C:25]1[CH:30]=[CH:29][C:28]([C:31]2[NH:32][C:33]3[CH:39]=[C:38]([CH:40]=O)[CH:37]=[CH:36][C:34]=3[N:35]=2)=[CH:27][CH:26]=1)[CH2:19][CH2:20][CH2:21][C:22]#[CH:23], predict the reaction product. The product is: [CH2:18]([O:24][C:25]1[CH:26]=[CH:27][C:28]([C:31]2[NH:32][C:33]3[CH:39]=[C:38]([C:40]4[NH:13][C:12]5[CH:14]=[C:8]([N:5]6[CH2:6][CH2:7][N:2]([CH3:1])[CH2:3][CH2:4]6)[CH:9]=[CH:10][C:11]=5[N:15]=4)[CH:37]=[CH:36][C:34]=3[N:35]=2)=[CH:29][CH:30]=1)[CH2:19][CH2:20][CH2:21][C:22]#[CH:23].